This data is from NCI-60 drug combinations with 297,098 pairs across 59 cell lines. The task is: Regression. Given two drug SMILES strings and cell line genomic features, predict the synergy score measuring deviation from expected non-interaction effect. (1) Drug 1: CC1C(C(CC(O1)OC2CC(OC(C2O)C)OC3=CC4=CC5=C(C(=O)C(C(C5)C(C(=O)C(C(C)O)O)OC)OC6CC(C(C(O6)C)O)OC7CC(C(C(O7)C)O)OC8CC(C(C(O8)C)O)(C)O)C(=C4C(=C3C)O)O)O)O. Drug 2: C1=NNC2=C1C(=O)NC=N2. Cell line: SK-MEL-28. Synergy scores: CSS=12.6, Synergy_ZIP=-0.457, Synergy_Bliss=-3.28, Synergy_Loewe=-54.1, Synergy_HSA=-3.13. (2) Drug 1: CN1C(=O)N2C=NC(=C2N=N1)C(=O)N. Drug 2: CC(C)CN1C=NC2=C1C3=CC=CC=C3N=C2N. Synergy scores: CSS=8.51, Synergy_ZIP=-2.34, Synergy_Bliss=0.925, Synergy_Loewe=3.54, Synergy_HSA=0.196. Cell line: COLO 205. (3) Drug 1: CC1=C2C(C(=O)C3(C(CC4C(C3C(C(C2(C)C)(CC1OC(=O)C(C(C5=CC=CC=C5)NC(=O)OC(C)(C)C)O)O)OC(=O)C6=CC=CC=C6)(CO4)OC(=O)C)OC)C)OC. Drug 2: CS(=O)(=O)OCCCCOS(=O)(=O)C. Cell line: SK-MEL-28. Synergy scores: CSS=21.4, Synergy_ZIP=2.72, Synergy_Bliss=1.68, Synergy_Loewe=-17.8, Synergy_HSA=-1.93. (4) Drug 1: C1=CC(=CC=C1C#N)C(C2=CC=C(C=C2)C#N)N3C=NC=N3. Drug 2: CCCCCOC(=O)NC1=NC(=O)N(C=C1F)C2C(C(C(O2)C)O)O. Cell line: RPMI-8226. Synergy scores: CSS=11.4, Synergy_ZIP=0.269, Synergy_Bliss=-7.02, Synergy_Loewe=0.657, Synergy_HSA=-4.10. (5) Drug 1: C1=CC(=C2C(=C1NCCNCCO)C(=O)C3=C(C=CC(=C3C2=O)O)O)NCCNCCO. Drug 2: CC1C(C(=O)NC(C(=O)N2CCCC2C(=O)N(CC(=O)N(C(C(=O)O1)C(C)C)C)C)C(C)C)NC(=O)C3=C4C(=C(C=C3)C)OC5=C(C(=O)C(=C(C5=N4)C(=O)NC6C(OC(=O)C(N(C(=O)CN(C(=O)C7CCCN7C(=O)C(NC6=O)C(C)C)C)C)C(C)C)C)N)C. Cell line: IGROV1. Synergy scores: CSS=42.9, Synergy_ZIP=-2.26, Synergy_Bliss=2.67, Synergy_Loewe=1.38, Synergy_HSA=2.18. (6) Synergy scores: CSS=-4.27, Synergy_ZIP=2.50, Synergy_Bliss=-2.29, Synergy_Loewe=-2.48, Synergy_HSA=-6.48. Drug 1: CC12CCC3C(C1CCC2O)C(CC4=C3C=CC(=C4)O)CCCCCCCCCS(=O)CCCC(C(F)(F)F)(F)F. Drug 2: C(CN)CNCCSP(=O)(O)O. Cell line: ACHN. (7) Drug 1: C1CC(=O)NC(=O)C1N2CC3=C(C2=O)C=CC=C3N. Drug 2: N.N.Cl[Pt+2]Cl. Cell line: CAKI-1. Synergy scores: CSS=1.86, Synergy_ZIP=-4.31, Synergy_Bliss=-7.26, Synergy_Loewe=-4.13, Synergy_HSA=-4.21.